Dataset: Catalyst prediction with 721,799 reactions and 888 catalyst types from USPTO. Task: Predict which catalyst facilitates the given reaction. (1) The catalyst class is: 1. Reactant: [CH2:1]([C:3]([CH2:10][CH3:11])([C:7]([O-:9])=[O:8])[C:4]([O-:6])=[O:5])[CH3:2].[H-].[Na+].[CH2:14](Br)[CH2:15][CH2:16][CH2:17][CH3:18]. Product: [CH2:10]([C:3]([CH2:1][CH3:2])([C:7]([O:9][CH2:2][CH2:1][CH2:3][CH2:10][CH3:11])=[O:8])[C:4]([O:6][CH2:14][CH2:15][CH2:16][CH2:17][CH3:18])=[O:5])[CH3:11]. (2) Reactant: [CH3:1][C:2]1[CH:3]=[C:4]2[N:9]([CH:10]=1)[CH:8]=[CH:7][CH:6]=[CH:5]2.[CH2:11]=[C:12]1[N:13]=[C:14]([C:26]2[CH:31]=[CH:30][CH:29]=[CH:28][CH:27]=2)[O:15][C:16](=[O:25])/[C:17]/1=[CH:18]/[C:19](=[CH:23]\[CH3:24])/[C:20](Cl)=[O:21]. Product: [CH2:11]=[C:12]1[N:13]=[C:14]([C:26]2[CH:27]=[CH:28][CH:29]=[CH:30][CH:31]=2)[O:15][C:16](=[O:25])/[C:17]/1=[CH:18]/[C:19](/[C:20]([C:10]1[N:9]2[C:4]([CH:5]=[CH:6][CH:7]=[CH:8]2)=[CH:3][C:2]=1[CH3:1])=[O:21])=[CH:23]\[CH3:24]. The catalyst class is: 56. (3) Product: [CH2:19]([O:21][C:22]([C:24]1[C:29]2[S:30][C:31]([B:10]3[O:11][C:12]([CH3:17])([CH3:18])[C:13]([CH3:15])([CH3:16])[O:14]3)=[CH:32][C:28]=2[CH:27]=[CH:26][CH:25]=1)=[O:23])[CH3:20]. Reactant: [B:10]1([B:10]2[O:14][C:13]([CH3:16])([CH3:15])[C:12]([CH3:18])([CH3:17])[O:11]2)[O:14][C:13]([CH3:16])([CH3:15])[C:12]([CH3:18])([CH3:17])[O:11]1.[CH2:19]([O:21][C:22]([C:24]1[C:29]2[S:30][CH:31]=[CH:32][C:28]=2[CH:27]=[CH:26][CH:25]=1)=[O:23])[CH3:20]. The catalyst class is: 27. (4) Reactant: [C:1]([C:5]1[CH:6]=[C:7]([NH:19][C:20]([NH:22][C:23]2[C:32]3[C:27](=[CH:28][CH:29]=[CH:30][CH:31]=3)[C:26]([O:33][C:34]3[CH:39]=[CH:38][N:37]=[C:36]([NH:40][C:41]4[CH:46]=[C:45]([O:47][CH2:48][CH2:49][O:50][CH2:51][CH2:52][O:53][CH2:54][CH2:55][O:56][CH3:57])[CH:44]=[C:43]([O:58][CH3:59])[CH:42]=4)[N:35]=3)=[CH:25][CH:24]=2)=[O:21])[C:8]([O:17][CH3:18])=[C:9]([CH:16]=1)C(NC1CC1)=O)([CH3:4])([CH3:3])[CH3:2].[OH-:60].[Na+].[CH3:62][OH:63].Cl. Product: [C:1]([C:5]1[CH:6]=[C:7]([NH:19][C:20]([NH:22][C:23]2[C:32]3[C:27](=[CH:28][CH:29]=[CH:30][CH:31]=3)[C:26]([O:33][C:34]3[CH:39]=[CH:38][N:37]=[C:36]([NH:40][C:41]4[CH:46]=[C:45]([O:47][CH2:48][CH2:49][O:50][CH2:51][CH2:52][O:53][CH2:54][CH2:55][O:56][CH3:57])[CH:44]=[C:43]([O:58][CH3:59])[CH:42]=4)[N:35]=3)=[CH:25][CH:24]=2)=[O:21])[C:8]([O:17][CH3:18])=[C:9]([CH:16]=1)[C:62]([OH:63])=[O:60])([CH3:4])([CH3:2])[CH3:3]. The catalyst class is: 20. (5) Reactant: [CH:1]([C:3]1[CH:4]=[C:5]2[C:9](=[CH:10][CH:11]=1)[N:8]([C:12]([O:14][C:15]([CH3:18])([CH3:17])[CH3:16])=[O:13])[CH2:7][CH2:6]2)=O.C([O-])(O)=O.[Na+].Cl.[OH:25][NH2:26]. Product: [OH:25]/[N:26]=[CH:1]/[C:3]1[CH:4]=[C:5]2[C:9](=[CH:10][CH:11]=1)[N:8]([C:12]([O:14][C:15]([CH3:18])([CH3:17])[CH3:16])=[O:13])[CH2:7][CH2:6]2. The catalyst class is: 8. (6) Reactant: [C:1]1([C:22]2[CH:27]=[CH:26][CH:25]=[CH:24][CH:23]=2)[CH:6]=[CH:5][CH:4]=[CH:3][C:2]=1[CH:7]([NH:15]S(C(C)(C)C)=O)[CH2:8][CH2:9][CH2:10][C:11]([O:13][CH3:14])=[O:12].Cl.O1CCOCC1. Product: [C:1]1([C:22]2[CH:27]=[CH:26][CH:25]=[CH:24][CH:23]=2)[CH:6]=[CH:5][CH:4]=[CH:3][C:2]=1[CH:7]([NH2:15])[CH2:8][CH2:9][CH2:10][C:11]([O:13][CH3:14])=[O:12]. The catalyst class is: 5. (7) Reactant: [F:1][C:2]1[C:3]([N:10]2[CH:14]=[CH:13][C:12]([NH2:15])=[N:11]2)=[N:4][C:5]([F:9])=[C:6]([F:8])[CH:7]=1.[Br:16][C:17]1[CH:25]=[CH:24][CH:23]=[CH:22][C:18]=1[C:19](Cl)=[O:20].C(N(CC)CC)C. Product: [Br:16][C:17]1[CH:25]=[CH:24][CH:23]=[CH:22][C:18]=1[C:19]([NH:15][C:12]1[CH:13]=[CH:14][N:10]([C:3]2[C:2]([F:1])=[CH:7][C:6]([F:8])=[C:5]([F:9])[N:4]=2)[N:11]=1)=[O:20]. The catalyst class is: 4. (8) Reactant: [C:1]([O:5][C:6]([N:8]1[CH2:13][CH:12]=[CH:11][C:10](=[O:14])[CH2:9]1)=[O:7])([CH3:4])([CH3:3])[CH3:2].[CH3:15][C:16]1[NH:17][C:18]2[C:23]([CH:24]=1)=[CH:22][CH:21]=[CH:20][CH:19]=2.II. Product: [C:1]([O:5][C:6]([N:8]1[CH2:9][C:10](=[O:14])[CH2:11][CH:12]([C:24]2[C:23]3[C:18](=[CH:19][CH:20]=[CH:21][CH:22]=3)[NH:17][C:16]=2[CH3:15])[CH2:13]1)=[O:7])([CH3:4])([CH3:2])[CH3:3]. The catalyst class is: 4. (9) Reactant: [NH:1]1[CH2:6][CH2:5][O:4][CH2:3][CH2:2]1.CS(O[CH:12]([C:19]1[CH:24]=[CH:23][C:22]([C:25]2[CH:30]=[CH:29][C:28]([F:31])=[CH:27][C:26]=2[O:32][CH3:33])=[CH:21][CH:20]=1)[C:13]1[CH:18]=[CH:17][N:16]=[CH:15][CH:14]=1)(=O)=O. Product: [F:31][C:28]1[CH:29]=[CH:30][C:25]([C:22]2[CH:21]=[CH:20][C:19]([CH:12]([C:13]3[CH:14]=[CH:15][N:16]=[CH:17][CH:18]=3)[N:1]3[CH2:6][CH2:5][O:4][CH2:3][CH2:2]3)=[CH:24][CH:23]=2)=[C:26]([O:32][CH3:33])[CH:27]=1. The catalyst class is: 4.